Regression. Given two drug SMILES strings and cell line genomic features, predict the synergy score measuring deviation from expected non-interaction effect. From a dataset of NCI-60 drug combinations with 297,098 pairs across 59 cell lines. (1) Drug 1: CNC(=O)C1=NC=CC(=C1)OC2=CC=C(C=C2)NC(=O)NC3=CC(=C(C=C3)Cl)C(F)(F)F. Drug 2: C1CN(CCN1C(=O)CCBr)C(=O)CCBr. Cell line: MOLT-4. Synergy scores: CSS=55.8, Synergy_ZIP=-1.10, Synergy_Bliss=-2.04, Synergy_Loewe=-23.0, Synergy_HSA=-1.49. (2) Drug 1: CC12CCC3C(C1CCC2=O)CC(=C)C4=CC(=O)C=CC34C. Drug 2: CN1C(=O)N2C=NC(=C2N=N1)C(=O)N. Cell line: OVCAR-8. Synergy scores: CSS=63.4, Synergy_ZIP=1.21, Synergy_Bliss=0.838, Synergy_Loewe=-2.85, Synergy_HSA=-0.891. (3) Synergy scores: CSS=22.7, Synergy_ZIP=-6.93, Synergy_Bliss=2.63, Synergy_Loewe=-10.6, Synergy_HSA=2.53. Drug 2: C1=NC2=C(N=C(N=C2N1C3C(C(C(O3)CO)O)F)Cl)N. Cell line: IGROV1. Drug 1: CC1=C(C=C(C=C1)NC2=NC=CC(=N2)N(C)C3=CC4=NN(C(=C4C=C3)C)C)S(=O)(=O)N.Cl. (4) Drug 1: C1=CC=C(C(=C1)C(C2=CC=C(C=C2)Cl)C(Cl)Cl)Cl. Drug 2: COC1=C2C(=CC3=C1OC=C3)C=CC(=O)O2. Cell line: IGROV1. Synergy scores: CSS=-0.823, Synergy_ZIP=-0.0306, Synergy_Bliss=-0.437, Synergy_Loewe=-0.647, Synergy_HSA=-0.744. (5) Drug 1: CNC(=O)C1=CC=CC=C1SC2=CC3=C(C=C2)C(=NN3)C=CC4=CC=CC=N4. Drug 2: CCCS(=O)(=O)NC1=C(C(=C(C=C1)F)C(=O)C2=CNC3=C2C=C(C=N3)C4=CC=C(C=C4)Cl)F. Cell line: RPMI-8226. Synergy scores: CSS=-17.3, Synergy_ZIP=6.13, Synergy_Bliss=0.219, Synergy_Loewe=-10.8, Synergy_HSA=-10.8. (6) Cell line: HCT116. Synergy scores: CSS=42.3, Synergy_ZIP=-2.75, Synergy_Bliss=4.73, Synergy_Loewe=6.16, Synergy_HSA=6.36. Drug 1: C1CCC(CC1)NC(=O)N(CCCl)N=O. Drug 2: CN(CCCl)CCCl.Cl.